Predict the product of the given reaction. From a dataset of Forward reaction prediction with 1.9M reactions from USPTO patents (1976-2016). (1) The product is: [C:26]([O:30][C:31]([C@@H:33]1[CH2:37][CH2:36][S:35](=[O:38])(=[O:39])[N:34]1[CH2:2][C:3]1[CH:25]=[CH:24][CH:23]=[C:5]([CH2:6][O:7][C:8]2[CH:13]=[CH:12][C:11]([C:14]3[CH:19]=[C:18]([F:20])[C:17]([F:21])=[CH:16][C:15]=3[F:22])=[CH:10][CH:9]=2)[CH:4]=1)=[O:32])([CH3:29])([CH3:27])[CH3:28]. Given the reactants Br[CH2:2][C:3]1[CH:4]=[C:5]([CH:23]=[CH:24][CH:25]=1)[CH2:6][O:7][C:8]1[CH:13]=[CH:12][C:11]([C:14]2[CH:19]=[C:18]([F:20])[C:17]([F:21])=[CH:16][C:15]=2[F:22])=[CH:10][CH:9]=1.[C:26]([O:30][C:31]([C@@H:33]1[CH2:37][CH2:36][S:35](=[O:39])(=[O:38])[NH:34]1)=[O:32])([CH3:29])([CH3:28])[CH3:27].C(=O)([O-])[O-].[K+].[K+], predict the reaction product. (2) Given the reactants [Br:1][C:2]1[CH:3]=[C:4]2[CH:10]=[CH:9][NH:8][C:5]2=[N:6][CH:7]=1.[H-].[Na+].[C:13]1([S:19](Cl)(=[O:21])=[O:20])[CH:18]=[CH:17][CH:16]=[CH:15][CH:14]=1, predict the reaction product. The product is: [Br:1][C:2]1[CH:3]=[C:4]2[CH:10]=[CH:9][N:8]([S:19]([C:13]3[CH:18]=[CH:17][CH:16]=[CH:15][CH:14]=3)(=[O:21])=[O:20])[C:5]2=[N:6][CH:7]=1. (3) Given the reactants [F:1][C:2]([F:12])([F:11])[C:3]1[CH:10]=[CH:9][C:6]([CH:7]=[CH2:8])=[CH:5][CH:4]=1.C(O)/C=C\[CH2:16][OH:17], predict the reaction product. The product is: [F:1][C:2]([F:11])([F:12])[C:3]1[CH:10]=[CH:9][C:6]([CH:7]=[CH:8][CH2:16][OH:17])=[CH:5][CH:4]=1. (4) Given the reactants [Br:1][C:2]1[CH:3]=[C:4]2[C:9](=[C:10]([O:12][CH3:13])[CH:11]=1)[N:8]=[C:7]([C:14]1[CH:15]=[N:16][CH:17]=[CH:18][CH:19]=1)[N:6]=[C:5]2O.O=S(Cl)[Cl:23], predict the reaction product. The product is: [Br:1][C:2]1[CH:3]=[C:4]2[C:9](=[C:10]([O:12][CH3:13])[CH:11]=1)[N:8]=[C:7]([C:14]1[CH:15]=[N:16][CH:17]=[CH:18][CH:19]=1)[N:6]=[C:5]2[Cl:23]. (5) Given the reactants N[C:2]1[CH:7]=[C:6]([C:8]#[N:9])[CH:5]=[CH:4][C:3]=1[C@@H:10]1[C:15]([C:16]#[N:17])=[C:14]([CH3:18])[N:13]([C:19]2[CH:24]=[CH:23][CH:22]=[C:21]([C:25]([F:28])([F:27])[F:26])[CH:20]=2)[C:12](=[O:29])[N:11]1[CH3:30].[ClH:31].O.N([O-])=O.[Na+].[S:37](=[O:39])=[O:38], predict the reaction product. The product is: [C:8]([C:6]1[CH:5]=[CH:4][C:3]([C@@H:10]2[C:15]([C:16]#[N:17])=[C:14]([CH3:18])[N:13]([C:19]3[CH:24]=[CH:23][CH:22]=[C:21]([C:25]([F:26])([F:27])[F:28])[CH:20]=3)[C:12](=[O:29])[N:11]2[CH3:30])=[C:2]([S:37]([Cl:31])(=[O:39])=[O:38])[CH:7]=1)#[N:9]. (6) Given the reactants Cl[C:2]1[N:7]=[N:6][C:5]2[C:8]3[CH:16]=[CH:15][CH:14]=[CH:13][C:9]=3[CH2:10][CH2:11][CH2:12][C:4]=2[CH:3]=1.[NH2:17][NH2:18].O, predict the reaction product. The product is: [NH:17]([C:2]1[N:7]=[N:6][C:5]2[C:8]3[CH:16]=[CH:15][CH:14]=[CH:13][C:9]=3[CH2:10][CH2:11][CH2:12][C:4]=2[CH:3]=1)[NH2:18]. (7) Given the reactants [Cl:1][C:2]1[CH:3]=[C:4]([S:8]([CH:11]2[CH2:16][CH2:15][NH:14][CH2:13][CH2:12]2)(=[O:10])=[O:9])[CH:5]=[CH:6][CH:7]=1.Cl[C:18]1[C:23]([Cl:24])=[CH:22][CH:21]=[CH:20][N:19]=1.CCN(C(C)C)C(C)C, predict the reaction product. The product is: [Cl:24][C:23]1[C:18]([N:14]2[CH2:15][CH2:16][CH:11]([S:8]([C:4]3[CH:5]=[CH:6][CH:7]=[C:2]([Cl:1])[CH:3]=3)(=[O:10])=[O:9])[CH2:12][CH2:13]2)=[N:19][CH:20]=[CH:21][CH:22]=1. (8) Given the reactants Br[CH2:2][C:3]1[N:8]=[CH:7][C:6]([C:9]([NH:11][C:12]2[CH:17]=[CH:16][C:15]([Cl:18])=[C:14]([C:19]3[CH:24]=[CH:23][CH:22]=[CH:21][N:20]=3)[CH:13]=2)=[O:10])=[CH:5][CH:4]=1.[NH:25]1[CH2:30][CH2:29][O:28][CH2:27][CH2:26]1, predict the reaction product. The product is: [Cl:18][C:15]1[CH:16]=[CH:17][C:12]([NH:11][C:9]([C:6]2[CH:7]=[N:8][C:3]([CH2:2][N:25]3[CH2:30][CH2:29][O:28][CH2:27][CH2:26]3)=[CH:4][CH:5]=2)=[O:10])=[CH:13][C:14]=1[C:19]1[CH:24]=[CH:23][CH:22]=[CH:21][N:20]=1. (9) Given the reactants [OH-].[Na+].C([O:5][C:6]([C:8]1[NH:9][CH:10]=[C:11]([CH2:13][CH2:14][CH2:15][CH:16]2[CH2:20][CH2:19][CH2:18][CH2:17]2)[CH:12]=1)=[O:7])C, predict the reaction product. The product is: [CH:16]1([CH2:15][CH2:14][CH2:13][C:11]2[CH:12]=[C:8]([C:6]([OH:7])=[O:5])[NH:9][CH:10]=2)[CH2:20][CH2:19][CH2:18][CH2:17]1. (10) Given the reactants [CH3:1][C@H:2]1[C@@H:7]([CH3:8])[NH:6][CH2:5][CH2:4][NH:3]1.CS(O)(=O)=O.C([O-])(=O)C.[K+].Cl[C:20]([O:22][CH2:23][C:24]1[CH:29]=[CH:28][CH:27]=[CH:26][CH:25]=1)=[O:21], predict the reaction product. The product is: [CH3:1][C@H:2]1[C@@H:7]([CH3:8])[NH:6][CH2:5][CH2:4][N:3]1[C:20]([O:22][CH2:23][C:24]1[CH:29]=[CH:28][CH:27]=[CH:26][CH:25]=1)=[O:21].